This data is from Full USPTO retrosynthesis dataset with 1.9M reactions from patents (1976-2016). The task is: Predict the reactants needed to synthesize the given product. Given the product [Cl:1][C:2]1[C:3]2[CH2:14][CH2:13][C:12](=[CH:15][CH2:16][NH2:17])[C:4]=2[C:5]2[C:9]([CH:10]=1)=[N:8][N:7]([CH3:11])[CH:6]=2, predict the reactants needed to synthesize it. The reactants are: [Cl:1][C:2]1[C:3]2[CH2:14][CH2:13][C:12](=[CH:15][C:16]#[N:17])[C:4]=2[C:5]2[C:9]([CH:10]=1)=[N:8][N:7]([CH3:11])[CH:6]=2.N.CO.